This data is from Forward reaction prediction with 1.9M reactions from USPTO patents (1976-2016). The task is: Predict the product of the given reaction. (1) Given the reactants [Br:1][C:2]1[CH:7]=[CH:6][N:5]=[C:4]2[N:8]([S:18]([C:21]3[CH:26]=[CH:25][CH:24]=[CH:23][CH:22]=3)(=[O:20])=[O:19])[C:9](I)([C:11]3[CH:12]=[N:13][CH:14]=[CH:15][CH:16]=3)[CH2:10][C:3]=12.N1C=CC=C(B(O)O)C=1.C(=O)([O-])[O-].[Na+].[Na+], predict the reaction product. The product is: [Br:1][C:2]1[CH:7]=[CH:6][N:5]=[C:4]2[N:8]([S:18]([C:21]3[CH:22]=[CH:23][CH:24]=[CH:25][CH:26]=3)(=[O:20])=[O:19])[C:9]([C:11]3[CH:12]=[N:13][CH:14]=[CH:15][CH:16]=3)=[CH:10][C:3]=12. (2) Given the reactants [CH3:1][O:2][C:3]([C:5]1[C:10]([OH:11])=[N:9][C:8]([C:12]2[CH:17]=[CH:16][C:15]([Cl:18])=[CH:14][CH:13]=2)=[C:7]([C:19]2[CH:24]=[CH:23][C:22]([Cl:25])=[CH:21][CH:20]=2)[N:6]=1)=[O:4].C(=O)([O-])[O-].[Cs+].[Cs+].Br[CH2:33][CH2:34][CH3:35].[I-].[K+], predict the reaction product. The product is: [CH3:1][O:2][C:3]([C:5]1[C:10]([O:11][CH2:33][CH2:34][CH3:35])=[N:9][C:8]([C:12]2[CH:13]=[CH:14][C:15]([Cl:18])=[CH:16][CH:17]=2)=[C:7]([C:19]2[CH:24]=[CH:23][C:22]([Cl:25])=[CH:21][CH:20]=2)[N:6]=1)=[O:4].